This data is from Forward reaction prediction with 1.9M reactions from USPTO patents (1976-2016). The task is: Predict the product of the given reaction. Given the reactants Cl.[F:2][C:3]1[C:12]([F:13])=[C:11]2[C:6]([C:7]([CH2:15][N:16]3[C:20]4[CH:21]=[CH:22][CH:23]=[CH:24][C:19]=4[N:18]=[C:17]3[CH:25]3[CH2:30][CH2:29][N:28](C(OC(C)(C)C)=O)[CH2:27][CH2:26]3)=[CH:8][C:9](=[O:14])[NH:10]2)=[CH:5][CH:4]=1, predict the reaction product. The product is: [F:2][C:3]1[C:12]([F:13])=[C:11]2[C:6]([C:7]([CH2:15][N:16]3[C:20]4[CH:21]=[CH:22][CH:23]=[CH:24][C:19]=4[N:18]=[C:17]3[CH:25]3[CH2:30][CH2:29][NH:28][CH2:27][CH2:26]3)=[CH:8][C:9](=[O:14])[NH:10]2)=[CH:5][CH:4]=1.